Task: Binary Classification. Given a drug SMILES string, predict its activity (active/inactive) in a high-throughput screening assay against a specified biological target.. Dataset: HIV replication inhibition screening data with 41,000+ compounds from the AIDS Antiviral Screen The compound is O=C(O)CSc1n[nH]c(-c2ccco2)n1. The result is 0 (inactive).